This data is from NCI-60 drug combinations with 297,098 pairs across 59 cell lines. The task is: Regression. Given two drug SMILES strings and cell line genomic features, predict the synergy score measuring deviation from expected non-interaction effect. (1) Drug 1: C1CN1C2=NC(=NC(=N2)N3CC3)N4CC4. Drug 2: CC1C(C(CC(O1)OC2CC(CC3=C2C(=C4C(=C3O)C(=O)C5=C(C4=O)C(=CC=C5)OC)O)(C(=O)CO)O)N)O.Cl. Cell line: M14. Synergy scores: CSS=45.9, Synergy_ZIP=-2.34, Synergy_Bliss=1.04, Synergy_Loewe=-5.16, Synergy_HSA=3.04. (2) Drug 1: C1=CC(=CC=C1CC(C(=O)O)N)N(CCCl)CCCl.Cl. Drug 2: CCN(CC)CCNC(=O)C1=C(NC(=C1C)C=C2C3=C(C=CC(=C3)F)NC2=O)C. Cell line: SF-539. Synergy scores: CSS=15.7, Synergy_ZIP=-5.56, Synergy_Bliss=-1.83, Synergy_Loewe=-4.37, Synergy_HSA=-2.86.